From a dataset of Retrosynthesis with 50K atom-mapped reactions and 10 reaction types from USPTO. Predict the reactants needed to synthesize the given product. Given the product CCOc1ccccc1SC, predict the reactants needed to synthesize it. The reactants are: CC[O-].CSc1ccccc1Cl.